The task is: Regression. Given a peptide amino acid sequence and an MHC pseudo amino acid sequence, predict their binding affinity value. This is MHC class II binding data.. This data is from Peptide-MHC class II binding affinity with 134,281 pairs from IEDB. (1) The peptide sequence is MASSSSVLLVVVLFA. The MHC is DRB1_0901 with pseudo-sequence DRB1_0901. The binding affinity (normalized) is 0.204. (2) The peptide sequence is QKLLLEEGVPSHIMS. The MHC is DRB1_0901 with pseudo-sequence DRB1_0901. The binding affinity (normalized) is 0.560. (3) The peptide sequence is GGSVIRISSANPEDL. The MHC is DRB1_0101 with pseudo-sequence DRB1_0101. The binding affinity (normalized) is 0.278.